This data is from Full USPTO retrosynthesis dataset with 1.9M reactions from patents (1976-2016). The task is: Predict the reactants needed to synthesize the given product. (1) Given the product [N+:1]([C:4]1[CH:5]=[C:6]([CH:10]=[C:11]([C:13]([F:16])([F:15])[F:14])[CH:12]=1)[C:7]([NH:41][C:36]1[CH:35]=[CH:40][CH:39]=[C:38]([C:64]2[N:63]3[N:59]=[C:60]([C:71]4[CH:55]=[CH:53][N:52]=[CH:56][CH:58]=4)[CH:61]=[C:62]3[N:67]=[CH:66][CH:65]=2)[CH:37]=1)=[O:9])([O-:3])=[O:2], predict the reactants needed to synthesize it. The reactants are: [N+:1]([C:4]1[CH:5]=[C:6]([CH:10]=[C:11]([C:13]([F:16])([F:15])[F:14])[CH:12]=1)[C:7]([OH:9])=O)([O-:3])=[O:2].C1CN([P+](ON2N=[N:41][C:36]3[CH:37]=[CH:38][CH:39]=[CH:40][C:35]2=3)(N2CCCC2)N2CCCC2)CC1.F[P-](F)(F)(F)(F)F.CC[N:52]([CH:56]([CH3:58])C)[CH:53]([CH3:55])C.[N:59]1[N:63]2[CH:64]=[CH:65][CH:66]=[N:67][C:62]2=[C:61](C(O)=O)[CH:60]=1.[CH3:71]N(C=O)C. (2) Given the product [CH3:13][C:5]1[N:4]=[CH:3][C:2]([C:23]2[CH:22]=[CH:21][C:20]([C:18]3[CH:17]=[N:16][N:15]([CH3:14])[CH:19]=3)=[CH:25][CH:24]=2)=[C:11]2[C:6]=1[CH:7]=[CH:8][C:9](=[O:12])[NH:10]2, predict the reactants needed to synthesize it. The reactants are: Br[C:2]1[CH:3]=[N:4][C:5]([CH3:13])=[C:6]2[C:11]=1[NH:10][C:9](=[O:12])[CH:8]=[CH:7]2.[CH3:14][N:15]1[CH:19]=[C:18]([C:20]2[CH:25]=[CH:24][C:23](B3OC(C)(C)C(C)(C)O3)=[CH:22][CH:21]=2)[CH:17]=[N:16]1.C(=O)([O-])[O-].[Na+].[Na+].